This data is from Forward reaction prediction with 1.9M reactions from USPTO patents (1976-2016). The task is: Predict the product of the given reaction. (1) Given the reactants CSC.B.[CH2:5]([NH:12][C:13](=O)[CH:14]([F:18])[C:15](O)=[O:16])[C:6]1[CH:11]=[CH:10][CH:9]=[CH:8][CH:7]=1, predict the reaction product. The product is: [CH2:5]([NH:12][CH2:13][CH:14]([F:18])[CH2:15][OH:16])[C:6]1[CH:11]=[CH:10][CH:9]=[CH:8][CH:7]=1. (2) Given the reactants [CH3:1][N:2]1[CH2:7][CH2:6][NH:5][CH2:4][CH2:3]1.[NH2:8][C:9]1[CH:17]=[CH:16][C:12]([C:13]([OH:15])=O)=[CH:11][C:10]=1[CH3:18], predict the reaction product. The product is: [CH3:18][C:10]1[CH:11]=[C:12]([C:13]([N:5]2[CH2:6][CH2:7][N:2]([CH3:1])[CH2:3][CH2:4]2)=[O:15])[CH:16]=[CH:17][C:9]=1[NH2:8]. (3) Given the reactants [ClH:1].C([O:6][C:7]([C:9]1[CH:10]=[N:11][C:12]([N:15]2[C:19](=[O:20])[C:18]([N:21]3[CH:25]=[CH:24][N:23]=[N:22]3)=[CH:17][NH:16]2)=[CH:13][CH:14]=1)=[O:8])(C)(C)C, predict the reaction product. The product is: [ClH:1].[O:20]=[C:19]1[N:15]([C:12]2[N:11]=[CH:10][C:9]([C:7]([OH:8])=[O:6])=[CH:14][CH:13]=2)[NH:16][CH:17]=[C:18]1[N:21]1[CH:25]=[CH:24][N:23]=[N:22]1. (4) Given the reactants [CH3:1][C:2]1([CH3:19])[O:6][CH:5]([C:7]2[C:8]([F:18])=[C:9]([CH:15]=[CH:16][CH:17]=2)[C:10]([O:12]CC)=[O:11])[CH2:4][O:3]1.[OH-].[Na+], predict the reaction product. The product is: [CH3:1][C:2]1([CH3:19])[O:6][CH:5]([C:7]2[C:8]([F:18])=[C:9]([CH:15]=[CH:16][CH:17]=2)[C:10]([OH:12])=[O:11])[CH2:4][O:3]1. (5) Given the reactants [Fe:1]([Cl:3])[Cl:2].[CH3:4][C:5]1[CH:10]=[CH:9][CH:8]=[CH:7][C:6]=1[N:11]=[C:12]([C:14]1[CH:19]=[CH:18][CH:17]=[C:16]([C:20](=[N:22][C:23]2[CH:28]=[CH:27][CH:26]=[CH:25][C:24]=2[CH3:29])[CH3:21])[N:15]=1)[CH3:13], predict the reaction product. The product is: [Fe:1]([Cl:3])[Cl:2].[CH3:29][C:24]1[CH:25]=[CH:26][CH:27]=[CH:28][C:23]=1[N:22]=[C:20]([C:16]1[CH:17]=[CH:18][CH:19]=[C:14]([C:12](=[N:11][C:6]2[CH:7]=[CH:8][CH:9]=[CH:10][C:5]=2[CH3:4])[CH3:13])[N:15]=1)[CH3:21]. (6) Given the reactants COC1[C@H](C(C)C)N=[C:6]([O:19][CH3:20])[C@@H:7]([CH2:9][C:10]2[CH:15]=[C:14]([F:16])[C:13]([F:17])=[CH:12][C:11]=2[F:18])[N:8]=1.Cl.C(N(CC)CC)C.[C:40](O[C:40]([O:42][C:43]([CH3:46])([CH3:45])[CH3:44])=[O:41])([O:42][C:43]([CH3:46])([CH3:45])[CH3:44])=[O:41].C(OCC)(=[O:49])C, predict the reaction product. The product is: [CH3:20][O:19][C:6](=[O:49])[C@@H:7]([CH2:9][C:10]1[CH:15]=[C:14]([F:16])[C:13]([F:17])=[CH:12][C:11]=1[F:18])[NH:8][C:40]([O:42][C:43]([CH3:44])([CH3:45])[CH3:46])=[O:41]. (7) Given the reactants [CH2:1]([O:4][C:5]1[C:9]([O:10][CH2:11][CH2:12][CH3:13])=[CH:8][S:7][CH:6]=1)CC.C(O)C(O)CC[CH2:18][CH2:19][OH:20].C1(C)C=CC(S(O)(=O)=O)=CC=1, predict the reaction product. The product is: [O:10]1[CH:11]([CH2:12][CH2:13][CH2:18][CH2:19][OH:20])[CH2:1][O:4][C:5]2=[CH:6][S:7][CH:8]=[C:9]12. (8) Given the reactants [CH2:1]([C:4]1[C:5]([O:16][CH3:17])=[CH:6][C:7]2[CH2:12][O:11][C:10](=[O:13])[N:9]([CH3:14])[C:8]=2[CH:15]=1)[CH:2]=[CH2:3].CC[C@@H]1[C@@H]2C[C@H]([C@@H](OC3C4C(=CC=CC=4)C(O[C@@H](C4C=CN=C5C=4C=C(OC)C=C5)[C@@H]4N5C[C@H](CC)[C@@H](CC5)C4)=NN=3)C3C=CN=C4C=3C=C([O:39]C)C=C4)N(CC2)C1.S([O-])([O-])=O.[Na+].[Na+].[Cl-].[Na+].C(O)(C)(C)C.[OH2:89], predict the reaction product. The product is: [OH:89][CH:2]([CH2:3][OH:39])[CH2:1][C:4]1[C:5]([O:16][CH3:17])=[CH:6][C:7]2[CH2:12][O:11][C:10](=[O:13])[N:9]([CH3:14])[C:8]=2[CH:15]=1.